This data is from Full USPTO retrosynthesis dataset with 1.9M reactions from patents (1976-2016). The task is: Predict the reactants needed to synthesize the given product. (1) The reactants are: CS(C)=O.[CH3:5][C:6]1[CH:7]=[C:8]([OH:20])[C:9]([C:13]2[CH:18]=[CH:17][C:16]([CH3:19])=[CH:15][N:14]=2)=[N:10][C:11]=1[CH3:12].Cl[C:22]1[C:31]2[C:26](=[CH:27][CH:28]=[CH:29][CH:30]=2)[N:25]=[CH:24][CH:23]=1.C(=O)([O-])[O-].[Cs+].[Cs+]. Given the product [CH3:5][C:6]1[CH:7]=[C:8]([O:20][C:22]2[C:31]3[C:26](=[CH:27][CH:28]=[CH:29][CH:30]=3)[N:25]=[CH:24][CH:23]=2)[C:9]([C:13]2[CH:18]=[CH:17][C:16]([CH3:19])=[CH:15][N:14]=2)=[N:10][C:11]=1[CH3:12], predict the reactants needed to synthesize it. (2) Given the product [CH2:17]([C@H:16]1[CH2:10][CH2:10][C@H:9]([CH:17]2[CH2:16][CH:17]([CH2:9][CH2:16][CH2:17][CH2:9][CH3:10])[CH:16]=[CH:10][CH2:9]2)[CH2:17][CH2:16]1)[CH2:9][CH3:10], predict the reactants needed to synthesize it. The reactants are: ClCCl.C([SiH]([CH2:9][CH3:10])CC)C.C(=O)([O-])O.[Na+].[C:16](#N)[CH3:17].